From a dataset of Peptide-MHC class II binding affinity with 134,281 pairs from IEDB. Regression. Given a peptide amino acid sequence and an MHC pseudo amino acid sequence, predict their binding affinity value. This is MHC class II binding data. (1) The peptide sequence is VWRIDTPDKLTGPFT. The MHC is DRB1_0101 with pseudo-sequence DRB1_0101. The binding affinity (normalized) is 0.225. (2) The peptide sequence is FFRNVVWLIKKNSTYPT. The MHC is HLA-DQA10501-DQB10201 with pseudo-sequence HLA-DQA10501-DQB10201. The binding affinity (normalized) is 0.0465. (3) The peptide sequence is MGRDIKVQFQSGGAN. The MHC is DRB1_0405 with pseudo-sequence DRB1_0405. The binding affinity (normalized) is 0.317.